The task is: Binary Classification. Given a T-cell receptor sequence (or CDR3 region) and an epitope sequence, predict whether binding occurs between them.. This data is from TCR-epitope binding with 47,182 pairs between 192 epitopes and 23,139 TCRs. (1) The epitope is KLSALGINAV. The TCR CDR3 sequence is CASSLDRTGGTGELFF. Result: 0 (the TCR does not bind to the epitope). (2) Result: 0 (the TCR does not bind to the epitope). The TCR CDR3 sequence is CSVAGTGDLNQPQHF. The epitope is RILGAGCFV.